This data is from Full USPTO retrosynthesis dataset with 1.9M reactions from patents (1976-2016). The task is: Predict the reactants needed to synthesize the given product. Given the product [NH2:5][CH2:9][C:10]1[C:11]([F:29])=[C:12]([O:19][C:20]2[CH:25]=[C:24]([CH:23]=[C:22]([Cl:28])[CH:21]=2)[C:26]#[N:27])[C:13]([CH:16]([F:18])[F:17])=[CH:14][CH:15]=1, predict the reactants needed to synthesize it. The reactants are: CC([N:5]([CH2:9][C:10]1[CH:15]=[CH:14][C:13]([CH:16]([F:18])[F:17])=[C:12]([O:19][C:20]2[CH:25]=[C:24]([C:26]#[N:27])[CH:23]=[C:22]([Cl:28])[CH:21]=2)[C:11]=1[F:29])C(=O)[O-])(C)C.C(O)(C(F)(F)F)=O.